This data is from Forward reaction prediction with 1.9M reactions from USPTO patents (1976-2016). The task is: Predict the product of the given reaction. (1) The product is: [O:1]1[C:7]2[CH:8]=[CH:9][CH:10]=[CH:11][C:6]=2[O:5][CH2:4][C:3](=[O:12])[CH2:2]1. Given the reactants [O:1]1[C:7]2[CH:8]=[CH:9][CH:10]=[CH:11][C:6]=2[O:5][CH2:4][CH:3]([OH:12])[CH2:2]1.CC(OI1(OC(C)=O)(OC(C)=O)OC(=O)C2C=CC=CC1=2)=O, predict the reaction product. (2) Given the reactants [Cl:1][C:2]1[C:3]([CH:8]2[CH2:11][N:10](C(OC(C)(C)C)=O)[CH2:9]2)=[N:4][CH:5]=[CH:6][N:7]=1, predict the reaction product. The product is: [ClH:1].[NH:10]1[CH2:11][CH:8]([C:3]2[C:2]([Cl:1])=[N:7][CH:6]=[CH:5][N:4]=2)[CH2:9]1.